This data is from Catalyst prediction with 721,799 reactions and 888 catalyst types from USPTO. The task is: Predict which catalyst facilitates the given reaction. Reactant: O[CH2:2][C:3]1[CH:8]=[CH:7][C:6]([NH:9][C:10]2[N:15]=[C:14]([NH:16][CH2:17][C:18]3[C:19]([N:24]([CH3:29])[S:25]([CH3:28])(=[O:27])=[O:26])=[N:20][CH:21]=[CH:22][CH:23]=3)[C:13]([C:30]([F:33])([F:32])[F:31])=[CH:12][N:11]=2)=[CH:5][CH:4]=1.S(Cl)([Cl:36])=O. Product: [Cl:36][CH2:2][C:3]1[CH:8]=[CH:7][C:6]([NH:9][C:10]2[N:15]=[C:14]([NH:16][CH2:17][C:18]3[C:19]([N:24]([CH3:29])[S:25]([CH3:28])(=[O:27])=[O:26])=[N:20][CH:21]=[CH:22][CH:23]=3)[C:13]([C:30]([F:33])([F:32])[F:31])=[CH:12][N:11]=2)=[CH:5][CH:4]=1. The catalyst class is: 2.